This data is from Reaction yield outcomes from USPTO patents with 853,638 reactions. The task is: Predict the reaction yield, written as a fraction of the theoretical maximum amount of product (1.0 means a 100% yield; for example, 0.34 means a 34% yield). (1) The reactants are [CH3:1][O:2][C:3](=[O:24])[C:4]1[CH:9]=[C:8]([Br:10])[CH:7]=[C:6]([CH3:11])[C:5]=1[NH:12][S:13]([C:16]1[CH:21]=[CH:20][C:19]([O:22][CH3:23])=[CH:18][CH:17]=1)(=[O:15])=[O:14].[H-].[Na+].I[CH3:28]. The catalyst is CN(C=O)C.CCOCC. The product is [CH3:1][O:2][C:3](=[O:24])[C:4]1[CH:9]=[C:8]([Br:10])[CH:7]=[C:6]([CH3:11])[C:5]=1[N:12]([S:13]([C:16]1[CH:21]=[CH:20][C:19]([O:22][CH3:23])=[CH:18][CH:17]=1)(=[O:15])=[O:14])[CH3:28]. The yield is 0.860. (2) The reactants are [Cl:1][C:2]1[CH:7]=[CH:6][N:5]=[C:4]2[CH:8]=[CH:9][S:10][C:3]=12.[Li]CCCC.[Br:16]Br. The catalyst is C1COCC1. The product is [Br:16][C:9]1[S:10][C:3]2[C:4](=[N:5][CH:6]=[CH:7][C:2]=2[Cl:1])[CH:8]=1. The yield is 0.710.